This data is from Full USPTO retrosynthesis dataset with 1.9M reactions from patents (1976-2016). The task is: Predict the reactants needed to synthesize the given product. (1) Given the product [C:22]([O:26][C:27]([N:29]1[CH2:34][CH2:33][CH:32]([C:35]2[CH:40]=[CH:39][C:38]([NH:41][C:2]3[N:21]=[C:5]4[C:6]([C:10]5[CH:15]=[CH:14][C:13]([CH:16]([F:18])[F:17])=[CH:12][C:11]=5[O:19][CH3:20])=[CH:7][CH:8]=[CH:9][N:4]4[N:3]=3)=[CH:37][CH:36]=2)[CH2:31][CH2:30]1)=[O:28])([CH3:25])([CH3:23])[CH3:24], predict the reactants needed to synthesize it. The reactants are: Cl[C:2]1[N:21]=[C:5]2[C:6]([C:10]3[CH:15]=[CH:14][C:13]([CH:16]([F:18])[F:17])=[CH:12][C:11]=3[O:19][CH3:20])=[CH:7][CH:8]=[CH:9][N:4]2[N:3]=1.[C:22]([O:26][C:27]([N:29]1[CH2:34][CH2:33][CH:32]([C:35]2[CH:40]=[CH:39][C:38]([NH2:41])=[CH:37][CH:36]=2)[CH2:31][CH2:30]1)=[O:28])([CH3:25])([CH3:24])[CH3:23]. (2) Given the product [OH:57][CH:46]([CH2:47][N:48]1[CH2:49][C:50]2[C:55](=[CH:54][CH:53]=[CH:52][CH:51]=2)[CH2:56]1)[CH2:45][NH:44][C:10](=[O:12])[C:9]1[CH:13]=[CH:14][CH:15]=[C:7]([C:2]2[CH:3]=[CH:4][CH:5]=[CH:6][N:1]=2)[CH:8]=1, predict the reactants needed to synthesize it. The reactants are: [N:1]1[CH:6]=[CH:5][CH:4]=[CH:3][C:2]=1[C:7]1[CH:8]=[C:9]([CH:13]=[CH:14][CH:15]=1)[C:10]([OH:12])=O.CCN=C=NCCCN(C)C.C1C=CC2N(O)N=NC=2C=1.CCN(CC)CC.[NH2:44][CH2:45][CH:46]([OH:57])[CH2:47][N:48]1[CH2:56][C:55]2[C:50](=[CH:51][CH:52]=[CH:53][CH:54]=2)[CH2:49]1. (3) Given the product [CH2:7]([O:6][P:4]([CH2:9][CH2:10][CH2:11][N:12]1[C:21]2[C:16](=[N:17][CH:18]=[C:19]([CH2:22][C:23]3[CH:24]=[CH:25][C:26]([F:29])=[CH:27][CH:28]=3)[CH:20]=2)[C:15]([OH:30])=[C:14]([C:31]([NH:41][CH2:40][CH2:39][O:38][CH3:37])=[O:32])[C:13]1=[O:36])(=[O:5])[O:3][CH2:1][CH3:2])[CH3:8], predict the reactants needed to synthesize it. The reactants are: [CH2:1]([O:3][P:4]([CH2:9][CH2:10][CH2:11][N:12]1[C:21]2[C:16](=[N:17][CH:18]=[C:19]([CH2:22][C:23]3[CH:28]=[CH:27][C:26]([F:29])=[CH:25][CH:24]=3)[CH:20]=2)[C:15]([OH:30])=[C:14]([C:31](OCC)=[O:32])[C:13]1=[O:36])([O:6][CH2:7][CH3:8])=[O:5])[CH3:2].[CH3:37][O:38][CH2:39][CH2:40][NH2:41]. (4) Given the product [CH3:15][N:12]1[C:13](=[O:14])[C:9]([N:8]([OH:26])[C:6](=[O:7])[O:5][C:1]([CH3:4])([CH3:3])[CH3:2])([CH3:25])[C:10]([C:16]2[CH:17]=[CH:18][C:19]([C:20]([N:27]3[CH2:32][CH2:31][O:30][CH2:29][CH2:28]3)=[O:22])=[CH:23][CH:24]=2)=[N:11]1, predict the reactants needed to synthesize it. The reactants are: [C:1]([O:5][C:6]([N:8]([OH:26])[C:9]1([CH3:25])[C:13](=[O:14])[N:12]([CH3:15])[N:11]=[C:10]1[C:16]1[CH:24]=[CH:23][C:19]([C:20]([OH:22])=O)=[CH:18][CH:17]=1)=[O:7])([CH3:4])([CH3:3])[CH3:2].[NH:27]1[CH2:32][CH2:31][O:30][CH2:29][CH2:28]1. (5) Given the product [CH3:1][C:2]1[CH:7]=[C:6]([CH3:8])[CH:5]=[CH:4][C:3]=1/[CH:9]=[CH:10]\[CH:16]([S:17][CH:16](/[CH:10]=[CH:9]\[C:3]1[CH:4]=[CH:5][C:6]([CH3:8])=[CH:7][C:2]=1[CH3:1])[C:15]1[CH:18]=[CH:19][C:12]([Cl:11])=[CH:13][CH:14]=1)[C:15]1[CH:18]=[CH:19][C:12]([Cl:11])=[CH:13][CH:14]=1, predict the reactants needed to synthesize it. The reactants are: [CH3:1][C:2]1[CH:7]=[C:6]([CH3:8])[CH:5]=[CH:4][C:3]=1[C:9]#[CH:10].[Cl:11][C:12]1[CH:19]=[CH:18][C:15]([CH2:16][SH:17])=[CH:14][CH:13]=1.[Na]. (6) Given the product [C:31]1([CH:26]([C:20]2[CH:21]=[CH:22][CH:23]=[CH:24][CH:25]=2)[CH2:27][C:28]([N:10]2[CH2:9][CH2:8][C:7]([C:1]3[CH:6]=[CH:5][CH:4]=[CH:3][CH:2]=3)([CH2:13][N:14]3[CH2:19][CH2:18][CH2:17][CH2:16][CH2:15]3)[CH2:12][CH2:11]2)=[O:29])[CH:32]=[CH:33][CH:34]=[CH:35][CH:36]=1, predict the reactants needed to synthesize it. The reactants are: [C:1]1([C:7]2([CH2:13][N:14]3[CH2:19][CH2:18][CH2:17][CH2:16][CH2:15]3)[CH2:12][CH2:11][NH:10][CH2:9][CH2:8]2)[CH:6]=[CH:5][CH:4]=[CH:3][CH:2]=1.[C:20]1([CH:26]([C:31]2[CH:36]=[CH:35][CH:34]=[CH:33][CH:32]=2)[CH2:27][C:28](O)=[O:29])[CH:25]=[CH:24][CH:23]=[CH:22][CH:21]=1.C(Cl)CCl. (7) Given the product [CH2:1]([O:3][C:4]([C:6]1[N:7]=[C:8]([I:34])[C:9]2[C:14]([C:15]=1[OH:16])=[CH:13][CH:12]=[C:11]([Br:17])[CH:10]=2)=[O:5])[CH3:2], predict the reactants needed to synthesize it. The reactants are: [CH2:1]([O:3][C:4]([C:6]1[N:7]=[CH:8][C:9]2[C:14]([C:15]=1[OH:16])=[CH:13][CH:12]=[C:11]([Br:17])[CH:10]=2)=[O:5])[CH3:2].CC1C=C(C)N=C(C)C=1.CC1C([IH+:34])=C(C)N=C(C)C=1.F[P-](F)(F)(F)(F)F. (8) The reactants are: [Br:1][C:2]1[CH:3]=[C:4]([NH:13][C:14](=O)[CH2:15][C:16]([CH3:19])([CH3:18])[CH3:17])[C:5]([NH:8][CH2:9][CH:10]2[CH2:12][CH2:11]2)=[N:6][CH:7]=1.[OH-].[Na+]. Given the product [Br:1][C:2]1[CH:3]=[C:4]2[N:13]=[C:14]([CH2:15][C:16]([CH3:19])([CH3:18])[CH3:17])[N:8]([CH2:9][CH:10]3[CH2:12][CH2:11]3)[C:5]2=[N:6][CH:7]=1, predict the reactants needed to synthesize it.